This data is from Catalyst prediction with 721,799 reactions and 888 catalyst types from USPTO. The task is: Predict which catalyst facilitates the given reaction. (1) Reactant: [Cl:1][C:2]1[CH:7]=[CH:6][C:5](/[CH:8]=[CH:9]/[C:10]([OH:12])=O)=[C:4]([CH2:13][N:14]2[N:18]=[N:17][C:16]([CH3:19])=[N:15]2)[CH:3]=1.[CH3:20][C:21]1[O:22][C:23]([C@@H:26]2[CH2:30][CH2:29][NH:28][CH2:27]2)=[N:24][N:25]=1.CCN(C(C)C)C(C)C.C(P1(=O)OP(CCC)(=O)OP(CCC)(=O)O1)CC. Product: [Cl:1][C:2]1[CH:7]=[CH:6][C:5](/[CH:8]=[CH:9]/[C:10]([N:28]2[CH2:29][CH2:30][C@@H:26]([C:23]3[O:22][C:21]([CH3:20])=[N:25][N:24]=3)[CH2:27]2)=[O:12])=[C:4]([CH2:13][N:14]2[N:18]=[N:17][C:16]([CH3:19])=[N:15]2)[CH:3]=1. The catalyst class is: 3. (2) Reactant: [Cl:1][C:2]1[CH:7]=[CH:6][C:5]([C@H:8]2[CH2:17][CH2:16][N:15]3[C:10]([NH:11][N:12]=[C:13]([CH2:19][NH:20][C:21]([C:23]4([CH3:29])[S:28][CH2:27][CH2:26][CH2:25][S:24]4)=O)[C:14]3=[O:18])=[N:9]2)=[CH:4][CH:3]=1. Product: [Cl:1][C:2]1[CH:7]=[CH:6][C:5]([C@H:8]2[CH2:17][CH2:16][N:15]3[C:10](=[N:11][N:12]4[C:21]([C:23]5([CH3:29])[S:28][CH2:27][CH2:26][CH2:25][S:24]5)=[N:20][CH:19]=[C:13]4[C:14]3=[O:18])[NH:9]2)=[CH:4][CH:3]=1. The catalyst class is: 286. (3) Reactant: [OH:1][CH:2]([C:7]1[CH:16]=[CH:15][C:10]([C:11]([O:13][CH3:14])=[O:12])=[CH:9][N:8]=1)[CH2:3][CH:4]([CH3:6])[CH3:5]. Product: [CH3:5][CH:4]([CH3:6])[CH2:3][C:2]([C:7]1[CH:16]=[CH:15][C:10]([C:11]([O:13][CH3:14])=[O:12])=[CH:9][N:8]=1)=[O:1]. The catalyst class is: 327. (4) Reactant: [CH2:1]([N:4]1[C:13]2[C:8](=[CH:9][C:10]([C:14]([OH:16])=O)=[CH:11][CH:12]=2)[CH2:7][CH2:6][CH2:5]1)[CH:2]=[CH2:3].[C:17](C1NC=CN=1)([C:19]1[NH:20]C=CN=1)=[O:18].C(CN)O. Product: [CH2:1]([N:4]1[C:13]2[C:8](=[CH:9][C:10]([C:14]([NH:20][CH2:19][CH2:17][OH:18])=[O:16])=[CH:11][CH:12]=2)[CH2:7][CH2:6][CH2:5]1)[CH:2]=[CH2:3]. The catalyst class is: 1. (5) Reactant: [C:1]([O-])([O-])=O.[Na+].[Na+].[Cl:7][C:8]1[CH:9]=[C:10]([CH:17]=[CH:18][CH:19]=1)[CH2:11][C@H:12]([C:14]([OH:16])=[O:15])[NH2:13].Cl[C:21]([O:23][CH2:24][CH3:25])=[O:22]. Product: [Cl:7][C:8]1[CH:9]=[C:10]2[C:17](=[CH:18][CH:19]=1)[CH2:1][N:13]([C:21]([O:23][CH2:24][CH3:25])=[O:22])[C@@H:12]([C:14]([OH:16])=[O:15])[CH2:11]2. The catalyst class is: 24. (6) Reactant: [F:8][C:7]([F:10])([F:9])[C:6](O[C:6](=[O:11])[C:7]([F:10])([F:9])[F:8])=[O:11].Cl.[N+:15]([C:18]1[CH:19]=[C:20]([CH2:24][NH2:25])[CH:21]=[CH:22][CH:23]=1)([O-:17])=[O:16].CCN(CC)CC. Product: [F:10][C:7]([F:8])([F:9])[C:6]([NH:25][CH2:24][C:20]1[CH:21]=[CH:22][CH:23]=[C:18]([N+:15]([O-:17])=[O:16])[CH:19]=1)=[O:11]. The catalyst class is: 2. (7) Reactant: [NH:1](C(OC(C)(C)C)=O)[CH2:2][C:3]([NH:5][CH2:6][C:7]([OH:9])=[O:8])=[O:4].[C:17]([OH:23])([C:19]([F:22])([F:21])[F:20])=[O:18]. Product: [C:17]([OH:23])([C:19]([F:22])([F:21])[F:20])=[O:18].[NH2:1][CH2:2][C:3]([NH:5][CH2:6][C:7]([OH:9])=[O:8])=[O:4]. The catalyst class is: 2. (8) Reactant: C[O:2][C:3](=O)[C:4]1[CH:9]=[CH:8][CH:7]=[C:6]([N+:10]([O-])=O)[C:5]=1[CH2:13][N:14]=[N+]=[N-].C(O)C. Product: [NH2:10][C:6]1[CH:7]=[CH:8][CH:9]=[C:4]2[C:5]=1[CH2:13][NH:14][C:3]2=[O:2]. The catalyst class is: 331. (9) Reactant: [CH2:1]([S:8][C:9]1[CH:14]=[CH:13][C:12]([C:15]2[NH:36][C:18]3=[N:19][C:20]([N:23]4[CH2:28][CH2:27][N:26](C(OC(C)(C)C)=O)[CH2:25][CH2:24]4)=[CH:21][CH:22]=[C:17]3[N:16]=2)=[CH:11][CH:10]=1)[C:2]1[CH:7]=[CH:6][CH:5]=[CH:4][CH:3]=1.C(O)(C(F)(F)F)=O. Product: [CH2:1]([S:8][C:9]1[CH:14]=[CH:13][C:12]([C:15]2[NH:36][C:18]3=[N:19][C:20]([N:23]4[CH2:24][CH2:25][NH:26][CH2:27][CH2:28]4)=[CH:21][CH:22]=[C:17]3[N:16]=2)=[CH:11][CH:10]=1)[C:2]1[CH:3]=[CH:4][CH:5]=[CH:6][CH:7]=1. The catalyst class is: 2.